From a dataset of Full USPTO retrosynthesis dataset with 1.9M reactions from patents (1976-2016). Predict the reactants needed to synthesize the given product. (1) Given the product [CH2:31]([C:15]1([N:14]=[C:7]([C:8]2[CH:13]=[CH:12][CH:11]=[CH:10][CH:9]=2)[C:1]2[CH:6]=[CH:5][CH:4]=[CH:3][CH:2]=2)[CH2:19][CH2:18][O:17][C:16]1=[O:20])[C:32]1[CH:37]=[CH:36][CH:35]=[CH:34][CH:33]=1, predict the reactants needed to synthesize it. The reactants are: [C:1]1([C:7](=[N:14][CH:15]2[CH2:19][CH2:18][O:17][C:16]2=[O:20])[C:8]2[CH:13]=[CH:12][CH:11]=[CH:10][CH:9]=2)[CH:6]=[CH:5][CH:4]=[CH:3][CH:2]=1.C[Si]([N-][Si](C)(C)C)(C)C.[Na+].[CH2:31](Br)[C:32]1[CH:37]=[CH:36][CH:35]=[CH:34][CH:33]=1. (2) Given the product [CH:38]1([NH:14][C:11]2[N:10]=[C:9]([C:15]([F:16])([F:17])[F:18])[N:8]=[C:7]3[C:12]=2[N:13]=[CH:5][N:6]3[C:24]2[CH:23]=[CH:22][C:21]([O:20][CH3:19])=[C:26]([O:27][CH3:28])[CH:25]=2)[CH2:37][CH2:39]1, predict the reactants needed to synthesize it. The reactants are: C1(N[C:5]2[NH:13][C:12]3[C:7](=[N:8][C:9]([C:15]([F:18])([F:17])[F:16])=[N:10][C:11]=3[NH2:14])[N:6]=2)CC1.[CH3:19][O:20][C:21]1[CH:22]=[C:23](B(O)O)[CH:24]=[CH:25][C:26]=1[O:27][CH3:28].C(N([CH2:37][CH3:38])CC)C.[C:39](#N)C. (3) Given the product [Br:1][C:2]1[CH:9]=[C:6](/[CH:7]=[N:16]/[S@@:14]([C:11]([CH3:13])([CH3:12])[CH3:10])=[O:15])[CH:5]=[N:4][CH:3]=1, predict the reactants needed to synthesize it. The reactants are: [Br:1][C:2]1[CH:3]=[N:4][CH:5]=[C:6]([CH:9]=1)[CH:7]=O.[CH3:10][C:11]([S@:14]([NH2:16])=[O:15])([CH3:13])[CH3:12]. (4) Given the product [N:16]1([C:7]2=[N:8][C:9]3[CH:15]=[CH:14][CH:13]=[CH:12][C:10]=3[S:11][C:5]3[CH:4]=[CH:3][CH:2]=[CH:1][C:6]2=3)[CH2:17][CH2:18][NH:19][CH2:20][CH2:21]1, predict the reactants needed to synthesize it. The reactants are: [CH:1]1[C:6]2[C:7]([N:16]3[CH2:21][CH2:20][N:19](C(OC(C)(C)C)=O)[CH2:18][CH2:17]3)=[N:8][C:9]3[CH:15]=[CH:14][CH:13]=[CH:12][C:10]=3[S:11][C:5]=2[CH:4]=[CH:3][CH:2]=1. (5) The reactants are: [NH2:1][C:2]1[C:7]([CH3:8])=[CH:6][C:5]([C:9]2[NH:18][C:17](=[O:19])[C:16]3[C:11](=[CH:12][C:13]([O:22][CH3:23])=[CH:14][C:15]=3[O:20][CH3:21])[N:10]=2)=[CH:4][C:3]=1[CH3:24].[CH:25]([N:28]([CH:31](C)C)[CH2:29]C)(C)C.CS(Cl)(=O)=O. Given the product [CH3:21][O:20][C:15]1[CH:14]=[C:13]([O:22][CH3:23])[CH:12]=[C:11]2[C:16]=1[C:17](=[O:19])[NH:18][C:9]([C:5]1[CH:6]=[C:7]([CH3:8])[C:2](/[N:1]=[CH:25]/[N:28]([CH3:31])[CH3:29])=[C:3]([CH3:24])[CH:4]=1)=[N:10]2, predict the reactants needed to synthesize it. (6) Given the product [Cl:20][C:21]1[CH:26]=[C:25]([C:27]([F:29])([F:28])[F:30])[CH:24]=[CH:23][C:22]=1[S:31]([N:8]1[CH2:9][CH2:10][CH2:11][C:6]2([C:2](=[O:12])[NH:3][CH2:4][CH2:5]2)[CH2:7]1)(=[O:33])=[O:32], predict the reactants needed to synthesize it. The reactants are: Cl.[C:2]1(=[O:12])[C:6]2([CH2:11][CH2:10][CH2:9][NH:8][CH2:7]2)[CH2:5][CH2:4][NH:3]1.C(N(CC)CC)C.[Cl:20][C:21]1[CH:26]=[C:25]([C:27]([F:30])([F:29])[F:28])[CH:24]=[CH:23][C:22]=1[S:31](Cl)(=[O:33])=[O:32]. (7) Given the product [CH:3]1([C@H:9]([NH:14][C:15]([C:17]2[CH:22]=[CH:21][C:20]([C:23]3[CH:24]=[N:25][CH:26]=[CH:27][CH:28]=3)=[CH:19][C:18]=2[NH:29][C:30]([NH:32][C:33]2[C:34]([CH3:40])=[CH:35][CH:36]=[CH:37][C:38]=2[CH3:39])=[O:31])=[O:16])[C:10]([OH:12])=[O:11])[CH2:4][CH2:5][CH2:6][CH2:7][CH2:8]1, predict the reactants needed to synthesize it. The reactants are: [OH-].[Li+].[CH:3]1([C@H:9]([NH:14][C:15]([C:17]2[CH:22]=[CH:21][C:20]([C:23]3[CH:24]=[N:25][CH:26]=[CH:27][CH:28]=3)=[CH:19][C:18]=2[NH:29][C:30]([NH:32][C:33]2[C:38]([CH3:39])=[CH:37][CH:36]=[CH:35][C:34]=2[CH3:40])=[O:31])=[O:16])[C:10]([O:12]C)=[O:11])[CH2:8][CH2:7][CH2:6][CH2:5][CH2:4]1.CO.O. (8) The reactants are: [O:1]=[C:2]1[NH:10][C:5]2=[N:6][CH:7]=[CH:8][CH:9]=[C:4]2[N:3]1[CH:11]1[CH2:16][CH2:15][N:14]([C:17]2[N:22]=[CH:21][N:20]=[C:19]([C:23](O)=[O:24])[CH:18]=2)[CH2:13][CH2:12]1.[N:26]1([CH2:31][CH2:32][CH2:33][CH:34]2[C:42]3[C:37](=[CH:38][CH:39]=[CH:40][CH:41]=3)[NH:36][CH2:35]2)[CH2:30][CH2:29][CH2:28][CH2:27]1.CN(C(ON1N=NC2C=CC=CC1=2)=[N+](C)C)C.[B-](F)(F)(F)F.C(N(CC)CC)C. Given the product [N:26]1([CH2:31][CH2:32][CH2:33][CH:34]2[C:42]3[C:37](=[CH:38][CH:39]=[CH:40][CH:41]=3)[N:36]([C:23]([C:19]3[N:20]=[CH:21][N:22]=[C:17]([N:14]4[CH2:13][CH2:12][CH:11]([N:3]5[C:4]6[C:5](=[N:6][CH:7]=[CH:8][CH:9]=6)[NH:10][C:2]5=[O:1])[CH2:16][CH2:15]4)[CH:18]=3)=[O:24])[CH2:35]2)[CH2:27][CH2:28][CH2:29][CH2:30]1, predict the reactants needed to synthesize it. (9) Given the product [Br:34][C:4]1[CH:3]=[CH:2][C:1]([C:7]([C:21]2[CH:22]=[CH:23][CH:24]=[CH:25][CH:26]=2)=[C:8]([C:9]2[CH:14]=[CH:13][CH:12]=[CH:11][CH:10]=2)[C:15]2[CH:16]=[CH:17][CH:18]=[CH:19][CH:20]=2)=[CH:6][CH:5]=1, predict the reactants needed to synthesize it. The reactants are: [C:1]1([C:7]([C:21]2[CH:26]=[CH:25][CH:24]=[CH:23][CH:22]=2)=[C:8]([C:15]2[CH:20]=[CH:19][CH:18]=[CH:17][CH:16]=2)[C:9]2[CH:14]=[CH:13][CH:12]=[CH:11][CH:10]=2)[CH:6]=[CH:5][CH:4]=[CH:3][CH:2]=1.C1C(=O)N([Br:34])C(=O)C1. (10) Given the product [OH:8][N:9]([CH2:12][C:13]1([C:18]([NH:20][NH:21][C:22]2[N:27]=[C:26]([C:28]([F:31])([F:29])[F:30])[CH:25]=[CH:24][N:23]=2)=[O:19])[CH2:17][CH2:16][CH2:15][CH2:14]1)[CH:10]=[O:11], predict the reactants needed to synthesize it. The reactants are: C([O:8][N:9]([CH2:12][C:13]1([C:18]([NH:20][NH:21][C:22]2[N:27]=[C:26]([C:28]([F:31])([F:30])[F:29])[CH:25]=[CH:24][N:23]=2)=[O:19])[CH2:17][CH2:16][CH2:15][CH2:14]1)[CH:10]=[O:11])C1C=CC=CC=1.